From a dataset of Catalyst prediction with 721,799 reactions and 888 catalyst types from USPTO. Predict which catalyst facilitates the given reaction. (1) Reactant: C(=[C:8]1[C:17]2[N:16]=[C:15]([CH3:18])[CH:14]=[CH:13][C:12]=2[CH2:11][CH2:10][CH2:9]1)C1C=CC=CC=1.CO.[O:21]=[O+][O-]. Product: [CH3:18][C:15]1[CH:14]=[CH:13][C:12]2[CH2:11][CH2:10][CH2:9][C:8](=[O:21])[C:17]=2[N:16]=1. The catalyst class is: 4. (2) Reactant: [CH:1]1([S:4]([NH2:7])(=[O:6])=[O:5])[CH2:3][CH2:2]1.[H-].[Na+].[F:10][C:11]1[CH:16]=[CH:15][C:14]([N:17]2[CH2:22][CH2:21][O:20][CH2:19][CH2:18]2)=[CH:13][C:12]=1[CH:23]1[C:32]([CH3:34])([CH3:33])[CH2:31][C:30]2[C:25](=[CH:26][CH:27]=[C:28]([C:35](O)=[O:36])[CH:29]=2)[NH:24]1.C(N1C=CN=C1)(N1C=CN=C1)=O. Product: [F:10][C:11]1[CH:16]=[CH:15][C:14]([N:17]2[CH2:22][CH2:21][O:20][CH2:19][CH2:18]2)=[CH:13][C:12]=1[CH:23]1[C:32]([CH3:33])([CH3:34])[CH2:31][C:30]2[C:25](=[CH:26][CH:27]=[C:28]([C:35]([NH:7][S:4]([CH:1]3[CH2:3][CH2:2]3)(=[O:6])=[O:5])=[O:36])[CH:29]=2)[NH:24]1. The catalyst class is: 9. (3) Reactant: [CH2:1]1[C:6]2([CH2:11][CH2:10][NH:9][CH2:8][CH2:7]2)[CH2:5][CH2:4][N:3]([C:12]([O:14][C:15]([CH3:18])([CH3:17])[CH3:16])=[O:13])[CH2:2]1.Cl[C:20]1[CH:27]=[CH:26][C:23]([C:24]#[N:25])=[CH:22][N:21]=1.CCN(C(C)C)C(C)C. Product: [C:24]([C:23]1[CH:26]=[CH:27][C:20]([N:9]2[CH2:10][CH2:11][C:6]3([CH2:1][CH2:2][N:3]([C:12]([O:14][C:15]([CH3:18])([CH3:17])[CH3:16])=[O:13])[CH2:4][CH2:5]3)[CH2:7][CH2:8]2)=[N:21][CH:22]=1)#[N:25]. The catalyst class is: 3. (4) Reactant: F[C:2](F)(F)C([O-])=O.[CH2:8]([NH2+:15][CH:16]1[CH2:21][CH2:20][CH:19]([C@H:22]([CH3:40])[C@H:23]([NH:32][C:33]([O:35][C:36]([CH3:39])([CH3:38])[CH3:37])=[O:34])[C:24]([N:26]2[CH2:30][CH2:29][C@H:28]([F:31])[CH2:27]2)=[O:25])[CH2:18][CH2:17]1)[C:9]1[CH:14]=[CH:13][CH:12]=[CH:11][CH:10]=1.C=O.C(O[BH-](OC(=O)C)OC(=O)C)(=O)C.[Na+]. Product: [C:36]([O:35][C:33](=[O:34])[NH:32][C@H:23]([C:24]([N:26]1[CH2:30][CH2:29][C@H:28]([F:31])[CH2:27]1)=[O:25])[C@H:22]([CH:19]1[CH2:20][CH2:21][CH:16]([N:15]([CH2:8][C:9]2[CH:14]=[CH:13][CH:12]=[CH:11][CH:10]=2)[CH3:2])[CH2:17][CH2:18]1)[CH3:40])([CH3:39])([CH3:38])[CH3:37]. The catalyst class is: 125. (5) Reactant: Br[C:2]1[C:3]([NH:10][CH2:11][CH2:12][CH:13]2[CH2:18][CH2:17][CH2:16][CH2:15][CH2:14]2)=[N:4][C:5]([C:8]#[N:9])=[N:6][CH:7]=1.[CH2:19]([C:22]1[CH:27]=[CH:26][C:25]([N:28]2[CH2:32][CH2:31][CH2:30][C:29]2=[O:33])=[CH:24][CH:23]=1)[C:20]#[CH:21]. Product: [CH:13]1([CH2:12][CH2:11][N:10]2[C:3]3[N:4]=[C:5]([C:8]#[N:9])[N:6]=[CH:7][C:2]=3[CH:21]=[C:20]2[CH2:19][C:22]2[CH:27]=[CH:26][C:25]([N:28]3[CH2:32][CH2:31][CH2:30][C:29]3=[O:33])=[CH:24][CH:23]=2)[CH2:18][CH2:17][CH2:16][CH2:15][CH2:14]1. The catalyst class is: 122. (6) Reactant: [NH2:1][C@H:2]1[CH2:6][CH2:5][N:4]([C:7]2[CH:19]=[CH:18][C:10]([C:11]([O:13][C:14]([CH3:17])([CH3:16])[CH3:15])=[O:12])=[CH:9][CH:8]=2)[CH2:3]1.CCN(CC)CC.[CH2:27]([O:34][C:35](Cl)=[O:36])[C:28]1[CH:33]=[CH:32][CH:31]=[CH:30][CH:29]=1. Product: [CH2:27]([O:34][C:35]([NH:1][C@H:2]1[CH2:6][CH2:5][N:4]([C:7]2[CH:19]=[CH:18][C:10]([C:11]([O:13][C:14]([CH3:16])([CH3:15])[CH3:17])=[O:12])=[CH:9][CH:8]=2)[CH2:3]1)=[O:36])[C:28]1[CH:33]=[CH:32][CH:31]=[CH:30][CH:29]=1. The catalyst class is: 1. (7) Reactant: [C:1]([O:5][C:6]([N:8]1[CH2:13][CH2:12][CH:11]([C:14]([OH:16])=O)[CH2:10][CH2:9]1)=[O:7])([CH3:4])([CH3:3])[CH3:2].Cl.[CH3:18][NH:19][O:20][CH3:21].C(N(CC)CC)C. Product: [CH3:21][O:20][N:19]([CH3:18])[C:14]([CH:11]1[CH2:10][CH2:9][N:8]([C:6]([O:5][C:1]([CH3:2])([CH3:3])[CH3:4])=[O:7])[CH2:13][CH2:12]1)=[O:16]. The catalyst class is: 79. (8) Reactant: [C:1]1([C:7]2[CH:8]=[C:9]3[C:14](=[N:15][C:16]=2[C:17]2[CH:22]=[CH:21][CH:20]=[CH:19][CH:18]=2)[N:13]([CH2:23][CH2:24][CH2:25][CH2:26][CH2:27][CH2:28][C:29]([O:31]CC)=[O:30])[CH2:12][CH2:11][CH2:10]3)[CH:6]=[CH:5][CH:4]=[CH:3][CH:2]=1.[OH-].[Li+]. Product: [C:1]1([C:7]2[CH:8]=[C:9]3[C:14](=[N:15][C:16]=2[C:17]2[CH:18]=[CH:19][CH:20]=[CH:21][CH:22]=2)[N:13]([CH2:23][CH2:24][CH2:25][CH2:26][CH2:27][CH2:28][C:29]([OH:31])=[O:30])[CH2:12][CH2:11][CH2:10]3)[CH:2]=[CH:3][CH:4]=[CH:5][CH:6]=1. The catalyst class is: 1. (9) Reactant: Br[C:2]1[CH:7]=[C:6]([C:8]([F:11])([F:10])[F:9])[N+:5]([O-:12])=[C:4]([CH3:13])[CH:3]=1.[Zn](CC)[CH2:15][CH3:16]. Product: [CH2:15]([C:2]1[CH:7]=[C:6]([C:8]([F:11])([F:10])[F:9])[N+:5]([O-:12])=[C:4]([CH3:13])[CH:3]=1)[CH3:16]. The catalyst class is: 176. (10) Reactant: C[N:2](C)[CH:3]=[CH:4][C:5]([C:7]1[N:15]2[C:10]([CH:11]=[CH:12][CH:13]=[CH:14]2)=[CH:9][C:8]=1[C:16]([O:18][CH2:19][CH3:20])=[O:17])=O.O.[NH2:23]N. Product: [NH:2]1[CH:3]=[CH:4][C:5]([C:7]2[N:15]3[C:10]([CH:11]=[CH:12][CH:13]=[CH:14]3)=[CH:9][C:8]=2[C:16]([O:18][CH2:19][CH3:20])=[O:17])=[N:23]1. The catalyst class is: 8.